Predict the reaction yield, written as a fraction of the theoretical maximum amount of product (1.0 means a 100% yield; for example, 0.34 means a 34% yield). From a dataset of Reaction yield outcomes from USPTO patents with 853,638 reactions. (1) The reactants are Br[C:2]1[S:6][C:5]([NH:7][C:8]([NH:10][C:11]2[CH:16]=[CH:15][C:14]([CH3:17])=[CH:13][C:12]=2[C:18]([CH:20]2[CH2:24][CH2:23][CH2:22][CH2:21]2)=[O:19])=[O:9])=[N:4][CH:3]=1.[SH:25][C:26]1[CH:31]=[CH:30][N:29]=[CH:28][CH:27]=1. No catalyst specified. The product is [CH:20]1([C:18]([C:12]2[CH:13]=[C:14]([CH3:17])[CH:15]=[CH:16][C:11]=2[NH:10][C:8]([NH:7][C:5]2[S:6][C:2]([S:25][C:26]3[CH:31]=[CH:30][N:29]=[CH:28][CH:27]=3)=[CH:3][N:4]=2)=[O:9])=[O:19])[CH2:24][CH2:23][CH2:22][CH2:21]1. The yield is 0.250. (2) The product is [CH2:17]([O:9][C:6]1[CH:7]=[CH:8][C:3]([C:1]#[N:2])=[CH:4][CH:5]=1)[CH:18]([CH3:20])[CH3:19]. The yield is 0.850. The catalyst is CN(C=O)C.O. The reactants are [C:1]([C:3]1[CH:8]=[CH:7][C:6]([OH:9])=[CH:5][CH:4]=1)#[N:2].C(N(CC)CC)C.[CH2:17](Br)[CH:18]([CH3:20])[CH3:19]. (3) The catalyst is CN(C=O)C.Cl[Pd](Cl)([P](C1C=CC=CC=1)(C1C=CC=CC=1)C1C=CC=CC=1)[P](C1C=CC=CC=1)(C1C=CC=CC=1)C1C=CC=CC=1.C(OCC)(=O)C. The reactants are [CH2:1]([NH:8][C:9]([C:11]1[C:12](=[O:22])[N:13]([CH2:18][CH2:19][CH2:20][CH3:21])[CH:14]=[C:15](I)[CH:16]=1)=[O:10])[C:2]1[CH:7]=[CH:6][CH:5]=[CH:4][CH:3]=1.[C:23]1([C:29]#[CH:30])[CH:28]=[CH:27][CH:26]=[CH:25][CH:24]=1.C(N(CC)CC)C.[Cl-].[NH4+]. The product is [CH2:1]([NH:8][C:9]([C:11]1[C:12](=[O:22])[N:13]([CH2:18][CH2:19][CH2:20][CH3:21])[CH:14]=[C:15]([C:30]#[C:29][C:23]2[CH:28]=[CH:27][CH:26]=[CH:25][CH:24]=2)[CH:16]=1)=[O:10])[C:2]1[CH:7]=[CH:6][CH:5]=[CH:4][CH:3]=1. The yield is 0.890. (4) The reactants are [CH2:1]([O:3][C:4]([C:6]1[CH:7]=[C:8]2[C:13](=[CH:14][CH:15]=1)[NH:12][CH:11]([C:16]1[CH:21]=[CH:20][CH:19]=[C:18](Br)[CH:17]=1)[C:10]([CH3:24])([CH3:23])[CH2:9]2)=[O:5])[CH3:2].[NH:25]1[CH2:30][CH2:29][NH:28][CH2:27][CH2:26]1.Cl.CN(C)CC(O)=O.C(=O)([O-])[O-].[K+].[K+]. The catalyst is CS(C)=O.[Cu]I. The product is [CH2:1]([O:3][C:4]([C:6]1[CH:7]=[C:8]2[C:13](=[CH:14][CH:15]=1)[NH:12][CH:11]([C:16]1[CH:21]=[CH:20][CH:19]=[C:18]([N:25]3[CH2:30][CH2:29][NH:28][CH2:27][CH2:26]3)[CH:17]=1)[C:10]([CH3:24])([CH3:23])[CH2:9]2)=[O:5])[CH3:2]. The yield is 0.800. (5) The reactants are [CH2:1]([O:8][C:9]1[CH:14]=[C:13]([O:15][CH2:16][C:17]2[CH:22]=[CH:21][CH:20]=[CH:19][CH:18]=2)[C:12]([CH:23]([CH3:25])[CH3:24])=[CH:11][C:10]=1[C:26]1[O:30][N:29]=[C:28]([C:31]([NH:33][CH2:34][CH3:35])=[O:32])[C:27]=1[C:36]1[N:40]=[C:39](C(Cl)(Cl)Cl)[O:38][N:37]=1)[C:2]1[CH:7]=[CH:6][CH:5]=[CH:4][CH:3]=1.[NH:45]1[CH2:49][CH2:48][CH2:47][CH2:46]1. The catalyst is CN(C=O)C. The product is [CH2:1]([O:8][C:9]1[CH:14]=[C:13]([O:15][CH2:16][C:17]2[CH:22]=[CH:21][CH:20]=[CH:19][CH:18]=2)[C:12]([CH:23]([CH3:25])[CH3:24])=[CH:11][C:10]=1[C:26]1[O:30][N:29]=[C:28]([C:31]([NH:33][CH2:34][CH3:35])=[O:32])[C:27]=1[C:36]1[N:40]=[C:39]([N:45]2[CH2:49][CH2:48][CH2:47][CH2:46]2)[O:38][N:37]=1)[C:2]1[CH:7]=[CH:6][CH:5]=[CH:4][CH:3]=1. The yield is 0.790.